Regression/Classification. Given a drug SMILES string, predict its absorption, distribution, metabolism, or excretion properties. Task type varies by dataset: regression for continuous measurements (e.g., permeability, clearance, half-life) or binary classification for categorical outcomes (e.g., BBB penetration, CYP inhibition). Dataset: rlm. From a dataset of Rat liver microsome stability data. The compound is CCCNC1CN(c2ccnc(N)n2)C1.O=C(O)C=CC(=O)O. The result is 0 (unstable in rat liver microsomes).